From a dataset of Reaction yield outcomes from USPTO patents with 853,638 reactions. Predict the reaction yield, written as a fraction of the theoretical maximum amount of product (1.0 means a 100% yield; for example, 0.34 means a 34% yield). (1) The reactants are C([O:8][C:9]1[CH:18]=[CH:17][C:16]2[C:11](=[CH:12][CH:13]=[CH:14][CH:15]=2)[C:10]=1[CH2:19][N:20]1[CH2:25][CH2:24][CH:23]([C:26]([O:28][CH2:29][CH3:30])=[O:27])[CH2:22][CH2:21]1)C1C=CC=CC=1. The catalyst is CC(=O)OCC.[Pd]. The product is [OH:8][C:9]1[CH:18]=[CH:17][C:16]2[C:11](=[CH:12][CH:13]=[CH:14][CH:15]=2)[C:10]=1[CH2:19][N:20]1[CH2:25][CH2:24][CH:23]([C:26]([O:28][CH2:29][CH3:30])=[O:27])[CH2:22][CH2:21]1. The yield is 0.640. (2) The reactants are O[CH2:2][C:3]1[S:7][C:6](/[CH:8]=[CH:9]/[C:10]([NH:12][CH:13]([C:18]2[CH:23]=[CH:22][CH:21]=[C:20]([C:24]([F:27])([F:26])[F:25])[CH:19]=2)[C:14]([F:17])([F:16])[F:15])=[O:11])=[CH:5][C:4]=1[CH3:28].[N:29]12CCCN=C1CCCCC2.C1(P(N=[N+]=[N-])(C2C=CC=CC=2)=O)C=CC=CC=1.C1C=CC(P(C2C=CC=CC=2)C2C=CC=CC=2)=CC=1. The catalyst is C1COCC1.O. The product is [NH2:29][CH2:2][C:3]1[S:7][C:6](/[CH:8]=[CH:9]/[C:10]([NH:12][CH:13]([C:18]2[CH:23]=[CH:22][CH:21]=[C:20]([C:24]([F:27])([F:26])[F:25])[CH:19]=2)[C:14]([F:17])([F:16])[F:15])=[O:11])=[CH:5][C:4]=1[CH3:28]. The yield is 0.390. (3) The reactants are [H-].[H-].[H-].[H-].[Li+].[Al+3].[N:7]1[CH:12]=[CH:11][CH:10]=[CH:9][C:8]=1[C@@:13]1([CH2:23][C:24]#[N:25])[CH2:22][C:17]2([CH2:21][CH2:20][CH2:19][CH2:18]2)[O:16][CH2:15][CH2:14]1. The catalyst is CCOCC. The product is [N:7]1[CH:12]=[CH:11][CH:10]=[CH:9][C:8]=1[C@@:13]1([CH2:23][CH2:24][NH2:25])[CH2:22][C:17]2([CH2:21][CH2:20][CH2:19][CH2:18]2)[O:16][CH2:15][CH2:14]1. The yield is 0.940. (4) The reactants are Br[CH2:2][CH2:3][CH2:4][O:5][C:6]1[CH:15]=[C:14]2[C:9]([C:10]([O:16][C:17]3[CH:18]=[C:19]4[C:23](=[CH:24][CH:25]=3)[NH:22][CH:21]=[CH:20]4)=[N:11][CH:12]=[N:13]2)=[CH:8][C:7]=1[O:26][CH3:27].[C:28]([N:31]1[CH2:36][CH2:35][NH:34][CH2:33][CH2:32]1)(=[O:30])[CH3:29]. The catalyst is CN(C)C=O.C(OCC)(=O)C. The product is [C:28]([N:31]1[CH2:36][CH2:35][N:34]([CH2:2][CH2:3][CH2:4][O:5][C:6]2[CH:15]=[C:14]3[C:9]([C:10]([O:16][C:17]4[CH:18]=[C:19]5[C:23](=[CH:24][CH:25]=4)[NH:22][CH:21]=[CH:20]5)=[N:11][CH:12]=[N:13]3)=[CH:8][C:7]=2[O:26][CH3:27])[CH2:33][CH2:32]1)(=[O:30])[CH3:29]. The yield is 0.490. (5) The reactants are [NH2:1][CH2:2][C:3]([C:6]1[NH:7][C:8]2[C:13]([CH:14]=1)=[CH:12][C:11]([NH:15][C:16]([C:18]1([C:21]3[CH:29]=[CH:28][C:24]4[O:25][CH2:26][O:27][C:23]=4[CH:22]=3)[CH2:20][CH2:19]1)=[O:17])=[CH:10][CH:9]=2)([CH3:5])[CH3:4].N1C=CC=CC=1.[C:36](OC(=O)C)(=[O:38])[CH3:37].O. The catalyst is ClCCl. The product is [C:36]([NH:1][CH2:2][C:3]([C:6]1[NH:7][C:8]2[C:13]([CH:14]=1)=[CH:12][C:11]([NH:15][C:16]([C:18]1([C:21]3[CH:29]=[CH:28][C:24]4[O:25][CH2:26][O:27][C:23]=4[CH:22]=3)[CH2:20][CH2:19]1)=[O:17])=[CH:10][CH:9]=2)([CH3:4])[CH3:5])(=[O:38])[CH3:37]. The yield is 0.730. (6) The reactants are [CH3:1][C:2]1[O:6][N:5]=[C:4]([C:7]2[CH:12]=[CH:11][CH:10]=[CH:9][CH:8]=2)[C:3]=1[CH2:13][O:14][C:15]1[CH:23]=[CH:22][C:18]([C:19]([OH:21])=O)=[CH:17][N:16]=1.[NH2:24][CH2:25][CH2:26][CH:27]([OH:29])[CH3:28]. No catalyst specified. The product is [OH:29][CH:27]([CH3:28])[CH2:26][CH2:25][NH:24][C:19](=[O:21])[C:18]1[CH:22]=[CH:23][C:15]([O:14][CH2:13][C:3]2[C:4]([C:7]3[CH:8]=[CH:9][CH:10]=[CH:11][CH:12]=3)=[N:5][O:6][C:2]=2[CH3:1])=[N:16][CH:17]=1. The yield is 0.900. (7) The reactants are [NH2:1][CH:2]1[CH2:6][CH:5]([C:7]([O:9][CH2:10][CH3:11])=[O:8])[CH:4]([CH3:12])[CH2:3]1.[CH:13]1([S:16](Cl)(=[O:18])=[O:17])[CH2:15][CH2:14]1. The catalyst is CN(C=O)C. The yield is 0.880. The product is [CH:13]1([S:16]([NH:1][CH:2]2[CH2:6][CH:5]([C:7]([O:9][CH2:10][CH3:11])=[O:8])[CH:4]([CH3:12])[CH2:3]2)(=[O:18])=[O:17])[CH2:15][CH2:14]1. (8) The reactants are [CH3:1][NH:2][CH2:3][CH2:4][CH2:5][CH2:6][CH2:7][CH2:8][CH2:9][CH2:10][CH2:11][CH2:12][CH2:13][CH2:14][CH2:15][CH2:16][CH2:17][CH3:18].[CH2:19]([O:21][P:22]([CH2:27][CH2:28][CH2:29][Br:30])(=[O:26])[O:23][CH2:24][CH3:25])[CH3:20].C(N(C(C)C)CC)(C)C. The catalyst is CCOCC. The product is [BrH:30].[CH2:19]([O:21][P:22]([CH2:27][CH2:28][CH2:29][N:2]([CH3:1])[CH2:3][CH2:4][CH2:5][CH2:6][CH2:7][CH2:8][CH2:9][CH2:10][CH2:11][CH2:12][CH2:13][CH2:14][CH2:15][CH2:16][CH2:17][CH3:18])(=[O:26])[O:23][CH2:24][CH3:25])[CH3:20]. The yield is 0.210. (9) The reactants are [Br:1][C:2]1[CH:7]=[CH:6][C:5]([S:8]([N:11]2[CH2:18][CH2:17][C:14]3([O:16][CH2:15]3)[CH2:13][CH2:12]2)(=[O:10])=[O:9])=[CH:4][CH:3]=1.[CH:19]([NH2:22])([CH3:21])[CH3:20]. The catalyst is C(O)C. The product is [Br:1][C:2]1[CH:7]=[CH:6][C:5]([S:8]([N:11]2[CH2:18][CH2:17][C:14]([CH2:15][NH:22][CH:19]([CH3:21])[CH3:20])([OH:16])[CH2:13][CH2:12]2)(=[O:10])=[O:9])=[CH:4][CH:3]=1. The yield is 0.980. (10) The reactants are O[C:2]([C:5]1[CH:10]=[CH:9][C:8]([CH2:11][C:12]([NH:14][C@@H:15]([C:17]2[CH:22]=[CH:21][C:20]([O:23][CH2:24][C:25]([F:28])([F:27])[F:26])=[CH:19][N:18]=2)[CH3:16])=[O:13])=[CH:7][CH:6]=1)([CH3:4])[CH3:3].O.C1(C)C=CC(S(O)(=O)=O)=CC=1. The catalyst is C1(C)C=CC=CC=1.C(Cl)Cl. The product is [C:2]([C:5]1[CH:6]=[CH:7][C:8]([CH2:11][C:12]([NH:14][C@@H:15]([C:17]2[CH:22]=[CH:21][C:20]([O:23][CH2:24][C:25]([F:28])([F:26])[F:27])=[CH:19][N:18]=2)[CH3:16])=[O:13])=[CH:9][CH:10]=1)([CH3:4])=[CH2:3]. The yield is 0.830.